From a dataset of HIV replication inhibition screening data with 41,000+ compounds from the AIDS Antiviral Screen. Binary Classification. Given a drug SMILES string, predict its activity (active/inactive) in a high-throughput screening assay against a specified biological target. (1) The molecule is c1ccc(COc2cccc3cccnc23)cc1. The result is 0 (inactive). (2) The molecule is COC(=O)CC1CN(C(=O)OCc2ccccc2)C(C)(C)O1. The result is 0 (inactive). (3) The compound is CC(C)=CCOC(=O)C(C)=[N+]=[N-]. The result is 0 (inactive). (4) The drug is Cc1csc2nc(-c3cccs3)nn12. The result is 0 (inactive). (5) The result is 0 (inactive). The drug is Cc1cc(O)c(C=O)c2c1C(=O)Oc1c(CO)c(O)c3c(c1O2)C(O)OC3=O. (6) The molecule is N=C(N)NS(=O)(=O)c1ccc(NC(=O)c2ccc3nc4ccccc4c(Nc4ccc(S(=O)(=O)NC(=N)N)cc4)c3c2)cc1. The result is 1 (active). (7) The drug is CCOc1cc2c(cc1O)C(=NOC)CC1C2CCC2(C)C(O)CCC12. The result is 0 (inactive).